Dataset: Reaction yield outcomes from USPTO patents with 853,638 reactions. Task: Predict the reaction yield, written as a fraction of the theoretical maximum amount of product (1.0 means a 100% yield; for example, 0.34 means a 34% yield). The reactants are [CH2:1](O)[C:2]1[CH:7]=[CH:6][CH:5]=[CH:4][CH:3]=1.[NH3:9].[C:10]1([CH3:18])[CH:15]=[C:14](C)[CH:13]=[C:12](C)[CH:11]=1. The catalyst is [Ru]. The product is [CH2:1]([NH2:9])[C:2]1[CH:7]=[CH:6][CH:5]=[CH:4][CH:3]=1.[CH:1](=[N:9][CH2:18][C:10]1[CH:15]=[CH:14][CH:13]=[CH:12][CH:11]=1)[C:2]1[CH:7]=[CH:6][CH:5]=[CH:4][CH:3]=1. The yield is 0.690.